Dataset: Full USPTO retrosynthesis dataset with 1.9M reactions from patents (1976-2016). Task: Predict the reactants needed to synthesize the given product. (1) The reactants are: [C:1]([CH2:3][C:4]1[CH:5]=[C:6]([NH:10][C:11]([C:13]2[CH:18]=[CH:17][CH:16]=[C:15](Br)[N:14]=2)=[O:12])[CH:7]=[CH:8][CH:9]=1)#[N:2].[F:20][C:21]1[CH:22]=[C:23](B(O)O)[CH:24]=[CH:25][CH:26]=1. Given the product [C:1]([CH2:3][C:4]1[CH:5]=[C:6]([NH:10][C:11]([C:13]2[CH:18]=[CH:17][CH:16]=[C:15]([C:25]3[CH:24]=[CH:23][CH:22]=[C:21]([F:20])[CH:26]=3)[N:14]=2)=[O:12])[CH:7]=[CH:8][CH:9]=1)#[N:2], predict the reactants needed to synthesize it. (2) Given the product [Cl:11][C:5]1[N:4]=[N:3][C:2]([NH2:13])=[C:7]([CH:8]([CH3:10])[CH3:9])[CH:6]=1.[Cl:1][C:2]1[N:3]=[N:4][C:5]([NH2:13])=[CH:6][C:7]=1[CH:8]([CH3:10])[CH3:9], predict the reactants needed to synthesize it. The reactants are: [Cl:1][C:2]1[N:3]=[N:4][C:5]([Cl:11])=[CH:6][C:7]=1[CH:8]([CH3:10])[CH3:9].[OH-].[NH4+:13].